This data is from Catalyst prediction with 721,799 reactions and 888 catalyst types from USPTO. The task is: Predict which catalyst facilitates the given reaction. (1) Reactant: [OH:1][C:2]1[CH:6]=[C:5]([C:7]([O:9][CH2:10][CH3:11])=[O:8])[N:4]([CH3:12])[N:3]=1.[CH3:13][N:14]([CH3:18])[CH2:15][CH2:16]O.C1C=CC(P(C2C=CC=CC=2)C2C=CC=CC=2)=CC=1.CC(OC(/N=N/C(OC(C)C)=O)=O)C. Product: [CH3:13][N:14]([CH3:18])[CH2:15][CH2:16][O:1][C:2]1[CH:6]=[C:5]([C:7]([O:9][CH2:10][CH3:11])=[O:8])[N:4]([CH3:12])[N:3]=1. The catalyst class is: 1. (2) Reactant: C(N(CC)CC)C.[C:8]([C:10]1[C:11](F)=[C:12]([F:30])[CH:13]=[C:14]2[C:19]=1[N:18]([C@@H:20]1[CH2:22][C@@H:21]1[F:23])[CH:17]=[C:16]([C:24]([O:26]CC)=[O:25])[C:15]2=[O:29])#[N:9].C(OC([NH:39][C@:40]12[CH2:48][NH:47][CH2:46][C@@H:45]1[CH2:44][O:43][CH2:42][CH2:41]2)=O)(C)(C)C. Product: [NH2:39][C@:40]12[CH2:48][N:47]([C:11]3[C:10]([C:8]#[N:9])=[C:19]4[C:14]([C:15](=[O:29])[C:16]([C:24]([OH:26])=[O:25])=[CH:17][N:18]4[C@@H:20]4[CH2:22][C@@H:21]4[F:23])=[CH:13][C:12]=3[F:30])[CH2:46][C@@H:45]1[CH2:44][O:43][CH2:42][CH2:41]2. The catalyst class is: 10. (3) Reactant: [CH3:1][C:2]([C:11]1[CH:16]=[CH:15][CH:14]=[CH:13][CH:12]=1)([C:5]1[CH:10]=[CH:9][CH:8]=[CH:7][CH:6]=1)[C:3]#[CH:4].[Li]CCCC.CCCCCC.[N:28]12[CH2:35][CH2:34][CH:31]([CH2:32][CH2:33]1)[CH2:30][C:29]2=O.C1C[O:40]CC1. Product: [C:11]1([C:2]([C:5]2[CH:6]=[CH:7][CH:8]=[CH:9][CH:10]=2)([CH3:1])[C:3]#[C:4][C:30]2([OH:40])[CH:31]3[CH2:34][CH2:35][N:28]([CH2:33][CH2:32]3)[CH2:29]2)[CH:16]=[CH:15][CH:14]=[CH:13][CH:12]=1. The catalyst class is: 28. (4) Reactant: [F:1][C:2]([F:19])([F:18])[CH2:3][CH2:4][NH:5][C:6]([C:8]1[CH:17]=[CH:16][C:11]([C:12]([O:14]C)=[O:13])=[CH:10][N:9]=1)=[O:7].[OH-].[Na+]. Product: [F:19][C:2]([F:1])([F:18])[CH2:3][CH2:4][NH:5][C:6]([C:8]1[CH:17]=[CH:16][C:11]([C:12]([OH:14])=[O:13])=[CH:10][N:9]=1)=[O:7]. The catalyst class is: 8.